Dataset: Forward reaction prediction with 1.9M reactions from USPTO patents (1976-2016). Task: Predict the product of the given reaction. (1) Given the reactants [OH:1][C:2]1[C:7](I)=[C:6]([OH:9])[CH:5]=[CH:4][C:3]=1[C:10](=[O:12])[CH3:11].[C:13]1(B(O)O)[CH:18]=[CH:17][CH:16]=[CH:15][CH:14]=1.O.[OH-].[Cs+], predict the reaction product. The product is: [OH:1][C:2]1[C:3]([C:10](=[O:12])[CH3:11])=[CH:4][CH:5]=[C:6]([OH:9])[C:7]=1[C:13]1[CH:18]=[CH:17][CH:16]=[CH:15][CH:14]=1. (2) Given the reactants [C:7](O[C:7](=[O:11])[CH:8]([CH3:10])[CH3:9])(=[O:11])[CH:8]([CH3:10])[CH3:9].Cl.[Br:13][C:14]1[CH:15]=[C:16]([NH:20][NH2:21])[CH:17]=[CH:18][CH:19]=1.C(N(CC)CC)C, predict the reaction product. The product is: [Br:13][C:14]1[CH:15]=[C:16]([NH:20][NH:21][C:7](=[O:11])[CH:8]([CH3:9])[CH3:10])[CH:17]=[CH:18][CH:19]=1. (3) The product is: [Br:11][C:5]1[CH:4]=[CH:3][C:2]([Br:1])=[C:7]([CH3:8])[N:6]=1. Given the reactants [Br:1][C:2]1[CH:3]=[CH:4][C:5](N)=[N:6][C:7]=1[CH3:8].Br.[Br:11]C1C=CC(N)=NC=1C.Br.BrBr.N([O-])=O.[Na+].[OH-].[Na+], predict the reaction product. (4) Given the reactants O[CH:2]([C:4]1[CH:9]=[CH:8][C:7]([CH2:10][NH:11][C:12](=[O:14])[CH3:13])=[CH:6][CH:5]=1)[CH3:3].S(Cl)([Cl:17])=O, predict the reaction product. The product is: [Cl:17][CH:2]([C:4]1[CH:9]=[CH:8][C:7]([CH2:10][NH:11][C:12](=[O:14])[CH3:13])=[CH:6][CH:5]=1)[CH3:3].